Predict the product of the given reaction. From a dataset of Forward reaction prediction with 1.9M reactions from USPTO patents (1976-2016). (1) Given the reactants [Br:1][C:2]1[C:3](OS(C(F)(F)F)(=O)=O)=[C:4]([C:7]([O:9][CH3:10])=[O:8])[S:5][CH:6]=1.[C:19]([O-])([O-])=O.[K+].[K+].CB(O)O, predict the reaction product. The product is: [Br:1][C:2]1[C:3]([CH3:19])=[C:4]([C:7]([O:9][CH3:10])=[O:8])[S:5][CH:6]=1. (2) Given the reactants [Na+].[Cl-].[OH:3][CH2:4][C:5]([C@H:7]([C@@H:9]([C@@H:11]([CH2:13][OH:14])[OH:12])O)O)=O.C(C1C=CC=CC=1O)(CC)C, predict the reaction product. The product is: [OH:3][CH2:4][C:5]1[O:12][C:11]([CH:13]=[O:14])=[CH:9][CH:7]=1. (3) Given the reactants [CH3:1][N:2](C(ON1N=NC2C=CC=NC1=2)=[N+](C)C)[CH3:3].F[P-](F)(F)(F)(F)F.[C:25]([O:29][C:30]([NH:32][C:33]1([C:48]([NH:50][CH:51]([C:56]2[CH:61]=[CH:60][C:59]([Cl:62])=[CH:58][CH:57]=2)[CH2:52][C:53]([O-])=[O:54])=[O:49])[CH2:38][CH2:37][N:36]([C:39]2[C:40]3[CH:47]=[CH:46][NH:45][C:41]=3[N:42]=[CH:43][N:44]=2)[CH2:35][CH2:34]1)=[O:31])([CH3:28])([CH3:27])[CH3:26].[Li+].Cl.CNC.C(N(CC)C(C)C)(C)C, predict the reaction product. The product is: [Cl:62][C:59]1[CH:60]=[CH:61][C:56]([CH:51]([NH:50][C:48]([C:33]2([NH:32][C:30](=[O:31])[O:29][C:25]([CH3:26])([CH3:28])[CH3:27])[CH2:34][CH2:35][N:36]([C:39]3[C:40]4[CH:47]=[CH:46][NH:45][C:41]=4[N:42]=[CH:43][N:44]=3)[CH2:37][CH2:38]2)=[O:49])[CH2:52][C:53]([N:2]([CH3:3])[CH3:1])=[O:54])=[CH:57][CH:58]=1. (4) Given the reactants [C:1]1([C:7]2[CH:11]=[CH:10][N:9]([CH2:12]O)[N:8]=2)[CH:6]=[CH:5][CH:4]=[CH:3][CH:2]=1.S(Cl)([Cl:16])=O, predict the reaction product. The product is: [ClH:16].[Cl:16][CH2:12][N:9]1[CH:10]=[CH:11][C:7]([C:1]2[CH:6]=[CH:5][CH:4]=[CH:3][CH:2]=2)=[N:8]1. (5) Given the reactants Br[C:2]1[CH:3]=[C:4]2[C:9](=[CH:10][CH:11]=1)[CH:8]=[N:7][CH:6]=[CH:5]2.[CH:12]1([OH:17])[CH2:16][CH2:15][CH:14]=[CH:13]1.C([O-])(=O)C.[K+], predict the reaction product. The product is: [CH:8]1[C:9]2[C:4](=[CH:3][C:2]([CH:14]3[CH2:15][CH2:16][C:12](=[O:17])[CH2:13]3)=[CH:11][CH:10]=2)[CH:5]=[CH:6][N:7]=1.